From a dataset of Full USPTO retrosynthesis dataset with 1.9M reactions from patents (1976-2016). Predict the reactants needed to synthesize the given product. Given the product [Cl:7][C:8]1[CH:13]=[CH:12][CH:11]=[C:10]([F:14])[C:9]=1[C:15]1[N:19]=[C:18]([CH3:20])[N:17]([C:21]2[CH:31]=[CH:30][C:24]([CH2:25][OH:26])=[CH:23][CH:22]=2)[N:16]=1, predict the reactants needed to synthesize it. The reactants are: [H-].[Al+3].[Li+].[H-].[H-].[H-].[Cl:7][C:8]1[CH:13]=[CH:12][CH:11]=[C:10]([F:14])[C:9]=1[C:15]1[N:19]=[C:18]([CH3:20])[N:17]([C:21]2[CH:31]=[CH:30][C:24]([C:25](OCC)=[O:26])=[CH:23][CH:22]=2)[N:16]=1.C(OCC)(=O)C.[OH-].[Na+].